From a dataset of Reaction yield outcomes from USPTO patents with 853,638 reactions. Predict the reaction yield, written as a fraction of the theoretical maximum amount of product (1.0 means a 100% yield; for example, 0.34 means a 34% yield). The reactants are [CH2:1]([N:19]([CH2:38][CH2:39][CH2:40][CH2:41][CH2:42][CH2:43][CH2:44][CH2:45][CH2:46][CH2:47][CH2:48][CH2:49][CH2:50][CH2:51][CH2:52][CH2:53][CH2:54][CH3:55])[C:20](=[O:37])[CH2:21][O:22][C:23](=[O:36])[CH2:24][NH:25]C(OCC1C=CC=CC=1)=O)[CH2:2][CH2:3][CH2:4][CH2:5][CH2:6][CH2:7][CH2:8][CH2:9][CH2:10][CH2:11][CH2:12][CH2:13][CH2:14][CH2:15][CH2:16][CH2:17][CH3:18].[ClH:56].CO. The catalyst is CCOC(C)=O.[Pd]. The product is [ClH:56].[CH2:38]([N:19]([CH2:1][CH2:2][CH2:3][CH2:4][CH2:5][CH2:6][CH2:7][CH2:8][CH2:9][CH2:10][CH2:11][CH2:12][CH2:13][CH2:14][CH2:15][CH2:16][CH2:17][CH3:18])[C:20](=[O:37])[CH2:21][O:22][C:23](=[O:36])[CH2:24][NH2:25])[CH2:39][CH2:40][CH2:41][CH2:42][CH2:43][CH2:44][CH2:45][CH2:46][CH2:47][CH2:48][CH2:49][CH2:50][CH2:51][CH2:52][CH2:53][CH2:54][CH3:55]. The yield is 0.860.